Dataset: Reaction yield outcomes from USPTO patents with 853,638 reactions. Task: Predict the reaction yield, written as a fraction of the theoretical maximum amount of product (1.0 means a 100% yield; for example, 0.34 means a 34% yield). (1) The reactants are [F:1][C:2]1[CH:7]=[CH:6][C:5]([C:8]2[N:9]=[CH:10][N:11]3[C:20]=2[CH:19]=[C:18]2[C@@:13]([CH3:26])([C@@H:14]([CH2:21][CH:22](OC)O)[CH2:15][CH2:16][CH2:17]2)[CH2:12]3)=[CH:4][CH:3]=1.[S:27]1[CH:31]=[N:30][N:29]=[C:28]1[NH2:32].C(Cl)Cl.C(O[BH-](OC(=O)C)OC(=O)C)(=O)C.[Na+]. The catalyst is C(OCC)(=O)C.Cl[Ti](OC(C)C)(OC(C)C)OC(C)C.CC(C)=O. The product is [F:1][C:2]1[CH:7]=[CH:6][C:5]([C:8]2[N:9]=[CH:10][N:11]3[C:20]=2[CH:19]=[C:18]2[C@@:13]([CH3:26])([C@@H:14]([CH2:21][CH2:22][NH:32][C:28]4[S:27][CH:31]=[N:30][N:29]=4)[CH2:15][CH2:16][CH2:17]2)[CH2:12]3)=[CH:4][CH:3]=1. The yield is 0.300. (2) The reactants are [CH:1]1([C:4]([Cl:6])=[O:5])[CH2:3][CH2:2]1.[Cl:7][C:8]1[CH:33]=[CH:32][C:11]2[N:12]3[C:16]([CH2:17][NH:18][CH2:19][C:10]=2[CH:9]=1)=[N:15][N:14]=[C:13]3[CH:20]1[CH2:25][CH2:24][N:23]([C:26]2[CH:31]=[CH:30][CH:29]=[CH:28][N:27]=2)[CH2:22][CH2:21]1. No catalyst specified. The product is [ClH:6].[ClH:7].[Cl:7][C:8]1[CH:33]=[CH:32][C:11]2[N:12]3[C:16]([CH2:17][N:18]([C:4]([CH:1]4[CH2:3][CH2:2]4)=[O:5])[CH2:19][C:10]=2[CH:9]=1)=[N:15][N:14]=[C:13]3[CH:20]1[CH2:21][CH2:22][N:23]([C:26]2[CH:31]=[CH:30][CH:29]=[CH:28][N:27]=2)[CH2:24][CH2:25]1. The yield is 0.500. (3) The reactants are [NH:1]1[CH2:4][CH:3]([C:5]2[CH:6]=[CH:7][C:8]3[O:17][CH2:16][CH2:15][C:14]4[S:13][C:12]([C:18]5[N:19]([CH:23]([CH3:25])[CH3:24])[N:20]=[CH:21][N:22]=5)=[N:11][C:10]=4[C:9]=3[CH:26]=2)[CH2:2]1.[F:27][C:28]1[CH:35]=[C:34]([F:36])[CH:33]=[CH:32][C:29]=1[CH:30]=O.C(O[BH-](OC(=O)C)OC(=O)C)(=O)C.[Na+].C(=O)(O)[O-].[Na+]. The catalyst is C(Cl)(Cl)Cl. The product is [F:27][C:28]1[CH:35]=[C:34]([F:36])[CH:33]=[CH:32][C:29]=1[CH2:30][N:1]1[CH2:4][CH:3]([C:5]2[CH:6]=[CH:7][C:8]3[O:17][CH2:16][CH2:15][C:14]4[S:13][C:12]([C:18]5[N:19]([CH:23]([CH3:24])[CH3:25])[N:20]=[CH:21][N:22]=5)=[N:11][C:10]=4[C:9]=3[CH:26]=2)[CH2:2]1. The yield is 0.500. (4) The reactants are [F:1][C:2]1[CH:7]=[CH:6][C:5]([O:8][C:9]2[CH:14]=[CH:13][C:12]([N+:15]([O-])=O)=[CH:11][CH:10]=2)=[CH:4][C:3]=1[C:18]([F:21])([F:20])[F:19]. The catalyst is CO.[Pd]. The product is [F:1][C:2]1[CH:7]=[CH:6][C:5]([O:8][C:9]2[CH:10]=[CH:11][C:12]([NH2:15])=[CH:13][CH:14]=2)=[CH:4][C:3]=1[C:18]([F:19])([F:20])[F:21]. The yield is 0.950. (5) The reactants are [CH3:1][S:2][C:3](SC)=[CH:4][N+:5]([O-:7])=[O:6].[NH2:10][CH2:11]CS.C(OC(=O)C)C. The catalyst is C(O)C.CCCCCC. The product is [N+:5]([CH:4]=[C:3]1[NH:10][CH2:11][CH2:1][S:2]1)([O-:7])=[O:6]. The yield is 0.310. (6) The reactants are C(O[C:6](=O)[N:7]([CH2:9][C:10]1[CH:14]=[C:13]([C:15]2[CH:20]=[CH:19][CH:18]=[CH:17][CH:16]=2)[N:12]([S:21]([C:24]2[C:25]([Cl:30])=[N:26][CH:27]=[CH:28][CH:29]=2)(=[O:23])=[O:22])[CH:11]=1)C)(C)(C)C.C(OCC)(=O)C.Cl. The catalyst is C(OCC)(=O)C. The product is [ClH:30].[Cl:30][C:25]1[C:24]([S:21]([N:12]2[C:13]([C:15]3[CH:20]=[CH:19][CH:18]=[CH:17][CH:16]=3)=[CH:14][C:10]([CH2:9][NH:7][CH3:6])=[CH:11]2)(=[O:22])=[O:23])=[CH:29][CH:28]=[CH:27][N:26]=1. The yield is 0.490.